This data is from Catalyst prediction with 721,799 reactions and 888 catalyst types from USPTO. The task is: Predict which catalyst facilitates the given reaction. (1) Reactant: B(Br)(Br)Br.[F:5][C:6]1[CH:11]=[CH:10][C:9]([O:12]C)=[C:8]([CH:14]([CH3:19])[C:15]([F:18])([F:17])[F:16])[CH:7]=1.O. Product: [F:5][C:6]1[CH:11]=[CH:10][C:9]([OH:12])=[C:8]([CH:14]([CH3:19])[C:15]([F:16])([F:17])[F:18])[CH:7]=1. The catalyst class is: 4. (2) Reactant: [F:1][C:2]1[CH:7]=[CH:6][C:5]([F:8])=[CH:4][C:3]=1[C:9]1[CH2:13][N:12]([C:14]([N:16]([CH3:18])[CH3:17])=[O:15])[C:11]([CH2:25][OH:26])([C:19]2[CH:24]=[CH:23][CH:22]=[CH:21][CH:20]=2)[CH:10]=1.[H-].[Na+].Br[CH2:30][C:31](OC(C)(C)C)=[O:32].CC(C[AlH]CC(C)C)C. Product: [F:1][C:2]1[CH:7]=[CH:6][C:5]([F:8])=[CH:4][C:3]=1[C:9]1[CH2:13][N:12]([C:14]([N:16]([CH3:18])[CH3:17])=[O:15])[C:11]([CH2:25][O:26][CH2:30][CH2:31][OH:32])([C:19]2[CH:24]=[CH:23][CH:22]=[CH:21][CH:20]=2)[CH:10]=1. The catalyst class is: 85.